From a dataset of Forward reaction prediction with 1.9M reactions from USPTO patents (1976-2016). Predict the product of the given reaction. (1) Given the reactants [CH3:1][O:2][CH2:3][CH:4]([NH:6][C:7]1[CH:12]=[C:11]([Sn](C)(C)C)[N:10]=[CH:9][N:8]=1)[CH3:5].[Cl:17][C:18]1[N:23]=[C:22](Cl)[CH:21]=[CH:20][N:19]=1, predict the reaction product. The product is: [Cl:17][C:18]1[N:23]=[C:22]([C:11]2[CH:12]=[C:7]([NH:6][CH:4]([CH3:5])[CH2:3][O:2][CH3:1])[N:8]=[CH:9][N:10]=2)[CH:21]=[CH:20][N:19]=1. (2) The product is: [CH:27]1([NH:31][C:22](=[O:23])[C:21]2[CH:25]=[CH:26][C:18]([N:16]3[CH:17]=[C:13]([C:3]4[C:4]([C:7]5[CH:8]=[CH:9][CH:10]=[CH:11][CH:12]=5)=[N:5][O:6][C:2]=4[CH3:1])[N:14]=[CH:15]3)=[CH:19][CH:20]=2)[CH2:30][CH2:29][CH2:28]1. Given the reactants [CH3:1][C:2]1[O:6][N:5]=[C:4]([C:7]2[CH:12]=[CH:11][CH:10]=[CH:9][CH:8]=2)[C:3]=1[C:13]1[N:14]=[CH:15][N:16]([C:18]2[CH:26]=[CH:25][C:21]([C:22](O)=[O:23])=[CH:20][CH:19]=2)[CH:17]=1.[CH:27]1([NH2:31])[CH2:30][CH2:29][CH2:28]1, predict the reaction product. (3) Given the reactants [CH3:1][C:2]([CH3:33])=[CH:3][CH2:4][C@H:5]1[O:7][C@@:6]1([C@@H:9]1[C@:14]2([O:16][CH2:15]2)[CH2:13][CH2:12][C@@H:11]([O:17]C(/C=C/C=C/C=C/C=C/C(O)=O)=O)[C@H:10]1[O:31][CH3:32])[CH3:8].C1CCC(NC2CCCCC2)CC1.[OH-].[Na+].CCOCC.CC(C)=CC[C@H]1O[C@@]1([C@@H]1[C@]2(OC2)CC[C@@H](OC(/C=C/C=C/C=C/C=C/C(O)=O)=O)[C@H]1OC)C, predict the reaction product. The product is: [CH3:32][O:31][C@@H:10]1[CH:11]([OH:17])[CH2:12][CH2:13][C@@:14]2([O:16][CH2:15]2)[CH:9]1[C@:6]1([CH3:8])[C@@H:5]([CH2:4][CH:3]=[C:2]([CH3:33])[CH3:1])[O:7]1. (4) Given the reactants C([N:3]([CH2:21][CH3:22])[C:4](=[O:20])[C:5]1[CH:10]=[CH:9][CH:8]=[CH:7][C:6]=1[CH2:11][C:12]1[CH:17]=[CH:16][C:15]([O:18][CH3:19])=[CH:14][CH:13]=1)C.C(C1[CH2:30][CH2:29][N:28]([CH3:31])[CH2:27][CH2:26]1)#N, predict the reaction product. The product is: [CH3:19][O:18][C:15]1[CH:14]=[CH:13][C:12]([C:11]2[C:6]3[C:5](=[CH:10][CH:9]=[CH:8][CH:7]=3)[C:4](=[O:20])[NH:3][C:21]=2[CH:22]2[CH2:30][CH2:29][N:28]([CH3:31])[CH2:27][CH2:26]2)=[CH:17][CH:16]=1.